This data is from NCI-60 drug combinations with 297,098 pairs across 59 cell lines. The task is: Regression. Given two drug SMILES strings and cell line genomic features, predict the synergy score measuring deviation from expected non-interaction effect. (1) Cell line: A549. Synergy scores: CSS=0.282, Synergy_ZIP=-1.32, Synergy_Bliss=-4.03, Synergy_Loewe=-7.19, Synergy_HSA=-5.21. Drug 1: CN(C)N=NC1=C(NC=N1)C(=O)N. Drug 2: CC1CCCC2(C(O2)CC(NC(=O)CC(C(C(=O)C(C1O)C)(C)C)O)C(=CC3=CSC(=N3)C)C)C. (2) Drug 1: C1=NC2=C(N1)C(=S)N=C(N2)N. Drug 2: COC1=NC(=NC2=C1N=CN2C3C(C(C(O3)CO)O)O)N. Cell line: SNB-75. Synergy scores: CSS=2.07, Synergy_ZIP=-3.31, Synergy_Bliss=-1.73, Synergy_Loewe=-13.1, Synergy_HSA=-1.85. (3) Drug 1: C1CN1C2=NC(=NC(=N2)N3CC3)N4CC4. Drug 2: CCC1(CC2CC(C3=C(CCN(C2)C1)C4=CC=CC=C4N3)(C5=C(C=C6C(=C5)C78CCN9C7C(C=CC9)(C(C(C8N6C)(C(=O)OC)O)OC(=O)C)CC)OC)C(=O)OC)O.OS(=O)(=O)O. Cell line: RPMI-8226. Synergy scores: CSS=45.8, Synergy_ZIP=1.87, Synergy_Bliss=3.34, Synergy_Loewe=0.370, Synergy_HSA=0.0920.